This data is from Full USPTO retrosynthesis dataset with 1.9M reactions from patents (1976-2016). The task is: Predict the reactants needed to synthesize the given product. (1) Given the product [CH3:22][C:20]1[CH:21]=[C:16]([NH:15][C:11]2[N:10]=[C:9]([OH:8])[CH:14]=[CH:13][N:12]=2)[CH:17]=[C:18]([C:23]2[S:27][C:26]([C:28]([OH:34])([CH3:33])[C:29]([F:32])([F:30])[F:31])=[N:25][CH:24]=2)[CH:19]=1, predict the reactants needed to synthesize it. The reactants are: C([O:8][C:9]1[CH:14]=[CH:13][N:12]=[C:11]([NH:15][C:16]2[CH:17]=[C:18]([C:23]3[S:27][C:26]([C:28]([OH:34])([CH3:33])[C:29]([F:32])([F:31])[F:30])=[N:25][CH:24]=3)[CH:19]=[C:20]([CH3:22])[CH:21]=2)[N:10]=1)C1C=CC=CC=1.C(O)C.C(O)(=O)C.[H][H]. (2) Given the product [CH2:1]([C:5]1[N:6]([CH2:12][C:13]2[CH:22]=[CH:21][C:16]([C:17]([OH:19])=[O:18])=[CH:15][CH:14]=2)[C:7]([CH:10]=[C:26]([CH2:32][C:33]2[S:34][CH:35]=[CH:36][CH:37]=2)[C:23]([OH:25])=[O:24])=[CH:8][N:9]=1)[CH2:2][CH2:3][CH3:4], predict the reactants needed to synthesize it. The reactants are: [CH2:1]([C:5]1[N:6]([CH2:12][C:13]2[CH:22]=[CH:21][C:16]([C:17]([O:19]C)=[O:18])=[CH:15][CH:14]=2)[C:7]([CH:10]=O)=[CH:8][N:9]=1)[CH2:2][CH2:3][CH3:4].[C:23]([CH:26]([CH2:32][C:33]1[S:34][CH:35]=[CH:36][CH:37]=1)C(OCC)=O)([OH:25])=[O:24]. (3) Given the product [F:1][C:2]1[CH:3]=[CH:4][C:5]([S:8]([C:9]2[S:13][C:12]([C:14]3[CH:19]=[CH:18][N:17]=[C:16]([NH:20][CH2:21][CH2:22][N:23]4[C:27]([CH3:29])([CH3:28])[C:26](=[O:30])[NH:25][C:24]4=[O:31])[N:15]=3)=[C:11]([C:32]3[CH:33]=[CH:34][CH:35]=[CH:36][CH:37]=3)[CH:10]=2)(=[O:38])=[O:44])=[CH:6][CH:7]=1, predict the reactants needed to synthesize it. The reactants are: [F:1][C:2]1[CH:7]=[CH:6][C:5]([S:8][C:9]2[S:13][C:12]([C:14]3[CH:19]=[CH:18][N:17]=[C:16]([NH:20][CH2:21][CH2:22][N:23]4[C:27]([CH3:29])([CH3:28])[C:26](=[O:30])[NH:25][C:24]4=[O:31])[N:15]=3)=[C:11]([C:32]3[CH:37]=[CH:36][CH:35]=[CH:34][CH:33]=3)[CH:10]=2)=[CH:4][CH:3]=1.[OH:38]OS([O-])=O.[K+].[OH2:44]. (4) The reactants are: [NH2:1][CH:2]([C:10]1[C:15]([O:16][CH3:17])=[CH:14][N:13]=[CH:12][C:11]=1[O:18][CH3:19])[CH2:3][CH2:4][CH2:5][C:6]([O:8]C)=O.[CH3:20][C:21]1[S:22][CH:23]=[C:24]([C:26]2[CH:27]=[C:28]([CH:31]=[CH:32][CH:33]=2)[CH:29]=O)[N:25]=1. Given the product [CH3:19][O:18][C:11]1[CH:12]=[N:13][CH:14]=[C:15]([O:16][CH3:17])[C:10]=1[CH:2]1[N:1]([CH2:29][C:28]2[CH:31]=[CH:32][CH:33]=[C:26]([C:24]3[N:25]=[C:21]([CH3:20])[S:22][CH:23]=3)[CH:27]=2)[C:6](=[O:8])[CH2:5][CH2:4][CH2:3]1, predict the reactants needed to synthesize it. (5) Given the product [F:32][CH:31]([F:33])[O:27][C:12]1[CH:13]=[CH:14][C:15]2[N:10]([N:9]=[C:8]([C:5]3[CH:6]=[CH:7][C:2]([F:1])=[CH:3][CH:4]=3)[C:16]=2[C:17]2[CH:22]=[CH:21][C:20]([S:23]([CH3:26])(=[O:24])=[O:25])=[CH:19][CH:18]=2)[N:11]=1, predict the reactants needed to synthesize it. The reactants are: [F:1][C:2]1[CH:7]=[CH:6][C:5]([C:8]2[C:16]([C:17]3[CH:22]=[CH:21][C:20]([S:23]([CH3:26])(=[O:25])=[O:24])=[CH:19][CH:18]=3)=[C:15]3[N:10]([N:11]=[C:12]([OH:27])[CH:13]=[CH:14]3)[N:9]=2)=[CH:4][CH:3]=1.[H-].[Na+].Br[CH:31]([F:33])[F:32].O.